From a dataset of Merck oncology drug combination screen with 23,052 pairs across 39 cell lines. Regression. Given two drug SMILES strings and cell line genomic features, predict the synergy score measuring deviation from expected non-interaction effect. (1) Drug 1: CCN(CC)CCNC(=O)c1c(C)[nH]c(C=C2C(=O)Nc3ccc(F)cc32)c1C. Drug 2: CC(C)CC(NC(=O)C(Cc1ccccc1)NC(=O)c1cnccn1)B(O)O. Cell line: OV90. Synergy scores: synergy=0.225. (2) Drug 2: C#Cc1cccc(Nc2ncnc3cc(OCCOC)c(OCCOC)cc23)c1. Drug 1: CC(=O)OC1C(=O)C2(C)C(O)CC3OCC3(OC(C)=O)C2C(OC(=O)c2ccccc2)C2(O)CC(OC(=O)C(O)C(NC(=O)c3ccccc3)c3ccccc3)C(C)=C1C2(C)C. Synergy scores: synergy=35.9. Cell line: ES2. (3) Drug 1: N#Cc1ccc(Cn2cncc2CN2CCN(c3cccc(Cl)c3)C(=O)C2)cc1. Drug 2: COc1cc(C2c3cc4c(cc3C(OC3OC5COC(C)OC5C(O)C3O)C3COC(=O)C23)OCO4)cc(OC)c1O. Cell line: A427. Synergy scores: synergy=-1.82. (4) Drug 1: N#Cc1ccc(Cn2cncc2CN2CCN(c3cccc(Cl)c3)C(=O)C2)cc1. Drug 2: Cc1nc(Nc2ncc(C(=O)Nc3c(C)cccc3Cl)s2)cc(N2CCN(CCO)CC2)n1. Cell line: KPL1. Synergy scores: synergy=3.88. (5) Cell line: EFM192B. Synergy scores: synergy=37.5. Drug 2: COC1=C2CC(C)CC(OC)C(O)C(C)C=C(C)C(OC(N)=O)C(OC)C=CC=C(C)C(=O)NC(=CC1=O)C2=O. Drug 1: COC1CC2CCC(C)C(O)(O2)C(=O)C(=O)N2CCCCC2C(=O)OC(C(C)CC2CCC(OP(C)(C)=O)C(OC)C2)CC(=O)C(C)C=C(C)C(O)C(OC)C(=O)C(C)CC(C)C=CC=CC=C1C. (6) Drug 1: N.N.O=C(O)C1(C(=O)O)CCC1.[Pt]. Drug 2: C#Cc1cccc(Nc2ncnc3cc(OCCOC)c(OCCOC)cc23)c1. Cell line: EFM192B. Synergy scores: synergy=-9.57. (7) Drug 1: O=S1(=O)NC2(CN1CC(F)(F)F)C1CCC2Cc2cc(C=CCN3CCC(C(F)(F)F)CC3)ccc2C1. Drug 2: CC(=O)OC1C(=O)C2(C)C(O)CC3OCC3(OC(C)=O)C2C(OC(=O)c2ccccc2)C2(O)CC(OC(=O)C(O)C(NC(=O)c3ccccc3)c3ccccc3)C(C)=C1C2(C)C. Cell line: A427. Synergy scores: synergy=12.6. (8) Drug 1: CC1CC2C3CCC4=CC(=O)C=CC4(C)C3(F)C(O)CC2(C)C1(O)C(=O)CO. Drug 2: O=C(CCCCCCC(=O)Nc1ccccc1)NO. Cell line: NCIH460. Synergy scores: synergy=6.12.